From a dataset of Full USPTO retrosynthesis dataset with 1.9M reactions from patents (1976-2016). Predict the reactants needed to synthesize the given product. (1) Given the product [CH3:25][N:26]([CH3:34])[C:27]1[CH:32]=[CH:31][C:30]([NH:33][C:2]2[C:3]3[NH:15][N:14]=[CH:13][C:4]=3[N:5]=[C:6]([C:8]3[CH:12]=[CH:11][S:10][CH:9]=3)[N:7]=2)=[CH:29][CH:28]=1, predict the reactants needed to synthesize it. The reactants are: Cl[C:2]1[C:3]2[C:4](=[CH:13][N:14](CC3C=CC(OC)=CC=3)[N:15]=2)[N:5]=[C:6]([C:8]2[CH:12]=[CH:11][S:10][CH:9]=2)[N:7]=1.[CH3:25][N:26]([CH3:34])[C:27]1[CH:32]=[CH:31][C:30]([NH2:33])=[CH:29][CH:28]=1.Cl. (2) Given the product [F:1][C:2]1[CH:9]=[C:8]([O:10][CH3:11])[C:7]([O:12][CH3:13])=[CH:6][C:3]=1[CH2:4][OH:5], predict the reactants needed to synthesize it. The reactants are: [F:1][C:2]1[CH:9]=[C:8]([O:10][CH3:11])[C:7]([O:12][CH3:13])=[CH:6][C:3]=1[CH:4]=[O:5].[BH4-].[Na+]. (3) Given the product [CH2:1]([S:3][C:4]1[N:5]([C:16]2[CH:21]=[CH:20][C:19]([O:22][CH2:23][C:24]([F:26])([F:27])[F:25])=[CH:18][CH:17]=2)[C:6](=[O:15])[C:7]2[CH:13]=[CH:12][N:11]([CH3:31])[C:10](=[O:14])[C:8]=2[N:9]=1)[CH3:2], predict the reactants needed to synthesize it. The reactants are: [CH2:1]([S:3][C:4]1[N:5]([C:16]2[CH:21]=[CH:20][C:19]([O:22][CH2:23][C:24]([F:27])([F:26])[F:25])=[CH:18][CH:17]=2)[C:6](=[O:15])[C:7]2[CH:13]=[CH:12][NH:11][C:10](=[O:14])[C:8]=2[N:9]=1)[CH3:2].[H-].[Na+].I[CH3:31].O.